The task is: Predict the reactants needed to synthesize the given product.. This data is from Full USPTO retrosynthesis dataset with 1.9M reactions from patents (1976-2016). Given the product [CH2:1]([N:8]1[CH2:9][CH2:10][N:11]([CH2:14][C:15]2([C:17]#[N:18])[CH2:31][CH2:30][CH2:29][CH2:28][CH2:16]2)[CH2:12][CH2:13]1)[C:2]1[CH:3]=[CH:4][CH:5]=[CH:6][CH:7]=1, predict the reactants needed to synthesize it. The reactants are: [CH2:1]([N:8]1[CH2:13][CH2:12][N:11]([CH2:14][CH:15]([C:17]#[N:18])[CH3:16])[CH2:10][CH2:9]1)[C:2]1[CH:7]=[CH:6][CH:5]=[CH:4][CH:3]=1.C([N-]C(C)C)(C)C.[Li+].Br[CH2:28][CH2:29][CH2:30][CH2:31]CBr.O.